This data is from NCI-60 drug combinations with 297,098 pairs across 59 cell lines. The task is: Regression. Given two drug SMILES strings and cell line genomic features, predict the synergy score measuring deviation from expected non-interaction effect. (1) Drug 1: C1C(C(OC1N2C=C(C(=O)NC2=O)F)CO)O. Drug 2: CC1C(C(CC(O1)OC2CC(OC(C2O)C)OC3=CC4=CC5=C(C(=O)C(C(C5)C(C(=O)C(C(C)O)O)OC)OC6CC(C(C(O6)C)O)OC7CC(C(C(O7)C)O)OC8CC(C(C(O8)C)O)(C)O)C(=C4C(=C3C)O)O)O)O. Cell line: MDA-MB-231. Synergy scores: CSS=56.4, Synergy_ZIP=-2.09, Synergy_Bliss=-0.591, Synergy_Loewe=-3.65, Synergy_HSA=0.243. (2) Drug 1: CCN(CC)CCNC(=O)C1=C(NC(=C1C)C=C2C3=C(C=CC(=C3)F)NC2=O)C. Drug 2: CC12CCC3C(C1CCC2OP(=O)(O)O)CCC4=C3C=CC(=C4)OC(=O)N(CCCl)CCCl.[Na+]. Cell line: MDA-MB-231. Synergy scores: CSS=1.47, Synergy_ZIP=1.92, Synergy_Bliss=2.58, Synergy_Loewe=-1.66, Synergy_HSA=-1.50.